This data is from Full USPTO retrosynthesis dataset with 1.9M reactions from patents (1976-2016). The task is: Predict the reactants needed to synthesize the given product. (1) Given the product [Br:1][C:2]1[CH:3]=[CH:4][C:5]([CH3:9])=[C:6]([N:7]2[C:15]([CH3:16])=[CH:14][CH:10]=[C:11]2[CH3:13])[CH:8]=1, predict the reactants needed to synthesize it. The reactants are: [Br:1][C:2]1[CH:3]=[CH:4][C:5]([CH3:9])=[C:6]([CH:8]=1)[NH2:7].[CH2:10]([CH2:14][C:15](=O)[CH3:16])[C:11]([CH3:13])=O. (2) Given the product [CH3:13][O:14][C:15](=[O:27])[CH2:16][C@H:17]1[C:21]2[CH:22]=[CH:23][C:24]([O:12][C@H:6]3[C:7]4[C:3](=[C:2]([F:1])[C:10]([F:11])=[CH:9][CH:8]=4)[CH2:4][CH2:5]3)=[CH:25][C:20]=2[O:19][CH2:18]1, predict the reactants needed to synthesize it. The reactants are: [F:1][C:2]1[C:10]([F:11])=[CH:9][CH:8]=[C:7]2[C:3]=1[CH2:4][CH2:5][C@@H:6]2[OH:12].[CH3:13][O:14][C:15](=[O:27])[CH2:16][C@H:17]1[C:21]2[CH:22]=[CH:23][C:24](O)=[CH:25][C:20]=2[O:19][CH2:18]1. (3) Given the product [F:1][C:2]1[CH:3]=[CH:4][C:5]([C:8]2[NH:12][N:11]=[CH:10][C:9]=2[C:13]2[CH:18]=[CH:17][N:16]=[C:15]([NH:19][C:20]3[CH:25]=[CH:24][CH:23]=[C:22]([CH2:26][OH:27])[CH:21]=3)[N:14]=2)=[CH:6][CH:7]=1, predict the reactants needed to synthesize it. The reactants are: [F:1][C:2]1[CH:7]=[CH:6][C:5]([C:8]2[NH:12][N:11]=[CH:10][C:9]=2[C:13]2[CH:18]=[CH:17][N:16]=[C:15]([NH:19][C:20]3[CH:25]=[CH:24][CH:23]=[C:22]([C:26](OC)=[O:27])[CH:21]=3)[N:14]=2)=[CH:4][CH:3]=1.[Cl-].[NH4+]. (4) Given the product [Cl:22][C:10]1[C:11]2[C:6](=[CH:5][CH:4]=[C:3]([O:2][CH3:1])[CH:12]=2)[C:7]([C:14]2[CH:15]=[N:16][CH:17]=[CH:18][CH:19]=2)=[N:8][N:9]=1, predict the reactants needed to synthesize it. The reactants are: [CH3:1][O:2][C:3]1[CH:12]=[C:11]2[C:6]([C:7]([C:14]3[CH:15]=[N:16][CH:17]=[CH:18][CH:19]=3)=[N:8][NH:9][C:10]2=O)=[CH:5][CH:4]=1.P(Cl)(Cl)([Cl:22])=O. (5) Given the product [F:1][C:2]([F:14])([F:15])[O:3][C:4]1[CH:5]=[C:6]([CH2:10][CH2:11][CH2:12][OH:13])[CH:7]=[CH:8][CH:9]=1, predict the reactants needed to synthesize it. The reactants are: [F:1][C:2]([F:15])([F:14])[O:3][C:4]1[CH:5]=[C:6]([C:10]#[C:11][CH2:12][OH:13])[CH:7]=[CH:8][CH:9]=1. (6) Given the product [Cl:1][C:2]1[CH:3]=[C:4]([CH:19]=[CH:20][C:21]=1[Cl:22])[CH2:5][C:6]1[C:7](=[O:18])[O:8][C:9]2[C:14]([C:15]=1[CH3:16])=[CH:13][CH:12]=[C:11]([O:17][C:26](=[O:27])[N:25]([CH3:24])[C:34]1[CH:39]=[CH:38][CH:37]=[CH:36][CH:35]=1)[CH:10]=2, predict the reactants needed to synthesize it. The reactants are: [Cl:1][C:2]1[CH:3]=[C:4]([CH:19]=[CH:20][C:21]=1[Cl:22])[CH2:5][C:6]1[C:7](=[O:18])[O:8][C:9]2[C:14]([C:15]=1[CH3:16])=[CH:13][CH:12]=[C:11]([OH:17])[CH:10]=2.[I-].[CH3:24][N:25]([C:34]1[CH:39]=[CH:38][CH:37]=[CH:36][CH:35]=1)[C:26](N1C=C[N+](C)=C1)=[O:27]. (7) Given the product [CH3:1][N:2]1[CH:6]=[C:5]([C:7]2[CH:8]=[C:9]3[C:13](=[CH:14][CH:15]=2)[NH:12][CH2:11][CH2:10]3)[C:4]([C:23]([F:26])([F:24])[F:25])=[N:3]1, predict the reactants needed to synthesize it. The reactants are: [CH3:1][N:2]1[CH:6]=[C:5]([C:7]2[CH:8]=[C:9]3[C:13](=[CH:14][CH:15]=2)[N:12](C(OC(C)(C)C)=O)[CH2:11][CH2:10]3)[C:4]([C:23]([F:26])([F:25])[F:24])=[N:3]1.Cl.CCOC(C)=O. (8) Given the product [NH2:22][C:21]1[N:17]([C:9]2[CH:8]=[C:7]([CH2:6][C:5]([NH2:28])=[O:4])[C:16]3[C:11]([CH:10]=2)=[CH:12][CH:13]=[CH:14][CH:15]=3)[N:18]=[C:19]([C:23]([CH3:26])([CH3:24])[CH3:25])[CH:20]=1, predict the reactants needed to synthesize it. The reactants are: Cl.C([O:4][C:5](=O)[CH2:6][C:7]1[C:16]2[C:11](=[CH:12][CH:13]=[CH:14][CH:15]=2)[CH:10]=[C:9]([N:17]2[C:21]([NH2:22])=[CH:20][C:19]([C:23]([CH3:26])([CH3:25])[CH3:24])=[N:18]2)[CH:8]=1)C.[NH3:28].CO. (9) Given the product [N:7]1[C:2]2[CH:3]=[CH:4][CH:5]=[CH:6][C:1]=2[NH:8][C:17]=1[CH2:16][S:15][C:9]1[CH:14]=[CH:13][CH:12]=[CH:11][CH:10]=1, predict the reactants needed to synthesize it. The reactants are: [C:1]1([NH2:8])[CH:6]=[CH:5][CH:4]=[CH:3][C:2]=1[NH2:7].[C:9]1([S:15][CH2:16][C:17](O)=O)[CH:14]=[CH:13][CH:12]=[CH:11][CH:10]=1. (10) Given the product [NH2:20][C:16]1[CH:15]=[C:14]([CH:19]=[CH:18][CH:17]=1)[CH2:13][N:2]([CH3:1])[C:3](=[O:12])[O:4][CH2:5][C:6]1[CH:11]=[CH:10][CH:9]=[CH:8][CH:7]=1, predict the reactants needed to synthesize it. The reactants are: [CH3:1][N:2]([CH2:13][C:14]1[CH:19]=[CH:18][CH:17]=[C:16]([N+:20]([O-])=O)[CH:15]=1)[C:3](=[O:12])[O:4][CH2:5][C:6]1[CH:11]=[CH:10][CH:9]=[CH:8][CH:7]=1.CCO.O.